The task is: Predict the reactants needed to synthesize the given product.. This data is from Full USPTO retrosynthesis dataset with 1.9M reactions from patents (1976-2016). (1) Given the product [C:8]([OH:11])(=[O:10])[CH3:9].[NH:1]1[CH2:6][CH2:5][O:4][CH2:3][C:2]1=[NH:7], predict the reactants needed to synthesize it. The reactants are: [NH:1]1[CH2:6][CH2:5][O:4][CH2:3][C:2]1=[NH:7].[C:8]([OH:11])(=[O:10])[CH3:9]. (2) Given the product [CH3:1][S:2]([C:5]1[CH:10]=[CH:9][C:8]([C:11]2[C:12]3[N:13]([N:17]=[C:18]([NH:20][C:22]4[CH:27]=[CH:26][CH:25]=[C:24]([N:28]5[CH2:33][CH2:32][N:31]([CH3:34])[CH2:30][CH2:29]5)[CH:23]=4)[N:19]=3)[CH:14]=[CH:15][CH:16]=2)=[CH:7][CH:6]=1)(=[O:3])=[O:4], predict the reactants needed to synthesize it. The reactants are: [CH3:1][S:2]([C:5]1[CH:10]=[CH:9][C:8]([C:11]2[C:12]3[N:13]([N:17]=[C:18]([NH2:20])[N:19]=3)[CH:14]=[CH:15][CH:16]=2)=[CH:7][CH:6]=1)(=[O:4])=[O:3].Br[C:22]1[CH:23]=[C:24]([N:28]2[CH2:33][CH2:32][N:31]([CH3:34])[CH2:30][CH2:29]2)[CH:25]=[CH:26][CH:27]=1.C1(P(C2CCCCC2)C2C=CC=CC=2C2C=CC=CC=2P(C2CCCCC2)C2CCCCC2)CCCCC1. (3) Given the product [O:26]=[C:21]1[N:20]([CH2:19][CH2:18][CH2:17][Si:16]([O:30][CH2:31][CH3:32])([O:27][CH2:28][CH3:29])[O:15][CH2:13][CH3:14])[C:24](=[O:25])[CH:23]2[CH:22]1[C:8]1([CH2:7][O:6][C:1](=[O:5])[C:2]([CH3:4])=[CH2:3])[O:12][CH:11]2[CH:10]=[CH:9]1, predict the reactants needed to synthesize it. The reactants are: [C:1]([O:6][CH2:7][C:8]1[O:12][CH:11]=[CH:10][CH:9]=1)(=[O:5])[C:2]([CH3:4])=[CH2:3].[CH2:13]([O:15][Si:16]([O:30][CH2:31][CH3:32])([O:27][CH2:28][CH3:29])[CH2:17][CH2:18][CH2:19][N:20]1[C:24](=[O:25])[CH:23]=[CH:22][C:21]1=[O:26])[CH3:14]. (4) Given the product [CH3:42][O:41][C:38]1[N:37]=[CH:36][C:35]([NH:34][C:16]2[C:15]([C:13]3[N:12]=[C:11]([CH3:43])[N:10]=[C:9]([NH2:8])[N:14]=3)=[CH:20][C:19]([C:21]([N:24]3[CH2:25][CH2:26][N:27]([S:30]([CH3:33])(=[O:31])=[O:32])[CH2:28][CH2:29]3)([CH3:23])[CH3:22])=[CH:18][N:17]=2)=[CH:40][CH:39]=1, predict the reactants needed to synthesize it. The reactants are: COC1C=CC(C[N:8](CC2C=CC(OC)=CC=2)[C:9]2[N:14]=[C:13]([C:15]3[C:16]([NH:34][C:35]4[CH:36]=[N:37][C:38]([O:41][CH3:42])=[CH:39][CH:40]=4)=[N:17][CH:18]=[C:19]([C:21]([N:24]4[CH2:29][CH2:28][N:27]([S:30]([CH3:33])(=[O:32])=[O:31])[CH2:26][CH2:25]4)([CH3:23])[CH3:22])[CH:20]=3)[N:12]=[C:11]([CH3:43])[N:10]=2)=CC=1.OS(C(F)(F)F)(=O)=O.[OH-].[Na+]. (5) The reactants are: C[O:2][C:3](=O)[CH:4]=[CH:5][C:6](=[C:11]([NH:13][CH2:14][CH2:15][C:16]1[CH:21]=[CH:20][CH:19]=[CH:18][CH:17]=1)[CH3:12])[C:7]([O:9][CH3:10])=[O:8].C[O-].[Na+].[Br:26]N1C(=O)CCC1=O. Given the product [CH3:10][O:9][C:7]([C:6]1[CH:5]=[C:4]([Br:26])[C:3](=[O:2])[N:13]([CH2:14][CH2:15][C:16]2[CH:21]=[CH:20][CH:19]=[CH:18][CH:17]=2)[C:11]=1[CH3:12])=[O:8], predict the reactants needed to synthesize it. (6) Given the product [C:33]([NH:37][S:38]([C:41]1[CH:42]=[CH:43][CH:44]=[C:45]([C:2]2[N:10]3[C:5]([CH:6]=[N:7][C:8]([NH:11][C:12]4[CH:17]=[CH:16][C:15]([N:18]5[CH2:23][CH2:22][CH:21]([N:24]6[CH2:29][CH2:28][N:27]([CH3:30])[CH2:26][CH2:25]6)[CH2:20][CH2:19]5)=[CH:14][C:13]=4[O:31][CH3:32])=[N:9]3)=[CH:4][CH:3]=2)[CH:46]=1)(=[O:40])=[O:39])([CH3:36])([CH3:34])[CH3:35], predict the reactants needed to synthesize it. The reactants are: Br[C:2]1[N:10]2[C:5]([CH:6]=[N:7][C:8]([NH:11][C:12]3[CH:17]=[CH:16][C:15]([N:18]4[CH2:23][CH2:22][CH:21]([N:24]5[CH2:29][CH2:28][N:27]([CH3:30])[CH2:26][CH2:25]5)[CH2:20][CH2:19]4)=[CH:14][C:13]=3[O:31][CH3:32])=[N:9]2)=[CH:4][CH:3]=1.[C:33]([NH:37][S:38]([C:41]1[CH:42]=[C:43](B(O)O)[CH:44]=[CH:45][CH:46]=1)(=[O:40])=[O:39])([CH3:36])([CH3:35])[CH3:34].